This data is from Catalyst prediction with 721,799 reactions and 888 catalyst types from USPTO. The task is: Predict which catalyst facilitates the given reaction. (1) Reactant: [CH3:1][N:2]1[CH2:9][C@@H:8]2[C@@H:4]([N:5]([C:10]3[CH:15]=[CH:14][C:13]([N:16]4[CH2:21][CH2:20][NH:19][CH2:18][CH2:17]4)=[CH:12][CH:11]=3)[CH2:6][CH2:7]2)[CH2:3]1.[Cl:22][C:23]1[N:24]=[N:25][C:26](Cl)=[CH:27][CH:28]=1.C(N(CC)CC)C. Product: [Cl:22][C:23]1[N:24]=[N:25][C:26]([N:19]2[CH2:18][CH2:17][N:16]([C:13]3[CH:12]=[CH:11][C:10]([N:5]4[CH2:6][CH2:7][C@@H:8]5[CH2:9][N:2]([CH3:1])[CH2:3][C@H:4]45)=[CH:15][CH:14]=3)[CH2:21][CH2:20]2)=[CH:27][CH:28]=1. The catalyst class is: 10. (2) Reactant: [OH:1][C:2]1[C:7]([C:8]2[S:9][CH:10]=[CH:11][CH:12]=2)=[N:6][N:5]([CH2:13][C:14]2([C:17]([F:20])([F:19])[F:18])[CH2:16][CH2:15]2)[C:4](=[O:21])[C:3]=1[C:22]1[NH:27][C:26]2[CH:28]=[CH:29][C:30](I)=[CH:31][C:25]=2[S:24](=[O:34])(=[O:33])[N:23]=1.[O-]P(OP(OP([O-])([O-])=O)([O-])=O)(=O)[O-].[K+].[K+].[K+].[K+].[K+].N(CC(O)=O)C.C[NH:60][S:61]([CH3:64])(=[O:63])=[O:62]. Product: [OH:1][C:2]1[C:7]([C:8]2[S:9][CH:10]=[CH:11][CH:12]=2)=[N:6][N:5]([CH2:13][C:14]2([C:17]([F:20])([F:19])[F:18])[CH2:16][CH2:15]2)[C:4](=[O:21])[C:3]=1[C:22]1[NH:27][C:26]2[CH:28]=[CH:29][C:30]([NH:60][S:61]([CH3:64])(=[O:63])=[O:62])=[CH:31][C:25]=2[S:24](=[O:34])(=[O:33])[N:23]=1. The catalyst class is: 471. (3) Reactant: C([O-])([O-])=O.[K+].[K+].Br[CH2:8][C:9]([C:11]1[C:16]([CH3:17])=[CH:15][C:14]([CH3:18])=[CH:13][C:12]=1[CH3:19])=[O:10].[OH:20][C:21]1[CH:22]=[N:23][CH:24]=[CH:25][CH:26]=1. The catalyst class is: 21. Product: [N:23]1[CH:24]=[CH:25][CH:26]=[C:21]([O:20][CH2:8][C:9]([C:11]2[C:16]([CH3:17])=[CH:15][C:14]([CH3:18])=[CH:13][C:12]=2[CH3:19])=[O:10])[CH:22]=1. (4) Reactant: [Br:1][C:2]1[CH:7]=[CH:6][C:5]([OH:8])=[CH:4][C:3]=1[O:9][CH3:10].Br[CH2:12][CH2:13][CH2:14][CH2:15][C:16]([O:18][CH2:19][CH3:20])=[O:17].C(=O)([O-])[O-].[K+].[K+].O. Product: [Br:1][C:2]1[CH:7]=[CH:6][C:5]([O:8][CH2:12][CH2:13][CH2:14][CH2:15][C:16]([O:18][CH2:19][CH3:20])=[O:17])=[CH:4][C:3]=1[O:9][CH3:10]. The catalyst class is: 9.